This data is from Forward reaction prediction with 1.9M reactions from USPTO patents (1976-2016). The task is: Predict the product of the given reaction. (1) Given the reactants [NH2:1][C:2]1[C:11]2[N:10]=[CH:9][C:8]([CH2:12][CH2:13][C:14]3[CH:19]=[CH:18][C:17]([O:20][CH3:21])=[CH:16][C:15]=3[CH3:22])=[CH:7][C:6]=2[C:5]2[CH:23]=[CH:24][C:25]([CH:27]=[O:28])=[CH:26][C:4]=2[N:3]=1.[P:29]([O:40][Si](C)(C)C)([O:35][Si](C)(C)C)[O:30][Si](C)(C)C, predict the reaction product. The product is: [NH2:1][C:2]1[C:11]2[N:10]=[CH:9][C:8]([CH2:12][CH2:13][C:14]3[CH:19]=[CH:18][C:17]([O:20][CH3:21])=[CH:16][C:15]=3[CH3:22])=[CH:7][C:6]=2[C:5]2[CH:23]=[CH:24][C:25]([C:27]([P:29](=[O:30])([OH:40])[OH:35])=[O:28])=[CH:26][C:4]=2[N:3]=1. (2) Given the reactants C(OC([N:8]1[CH2:13][CH2:12][C:11](=[C:14](Br)[C:15]2[CH:20]=[CH:19][C:18]([C:21](=[O:27])[N:22]([CH2:25][CH3:26])[CH2:23][CH3:24])=[CH:17][CH:16]=2)[CH2:10][CH2:9]1)=O)(C)(C)C.[N:29]1[C:38]2[C:33](=[CH:34][CH:35]=[CH:36][C:37]=2B(O)O)[CH:32]=[CH:31][CH:30]=1.C([O-])([O-])=O.[Na+].[Na+].Cl, predict the reaction product. The product is: [CH2:25]([N:22]([CH2:23][CH3:24])[C:21](=[O:27])[C:18]1[CH:19]=[CH:20][C:15]([C:14]([C:37]2[CH:36]=[CH:35][CH:34]=[C:33]3[C:38]=2[N:29]=[CH:30][CH:31]=[CH:32]3)=[C:11]2[CH2:12][CH2:13][NH:8][CH2:9][CH2:10]2)=[CH:16][CH:17]=1)[CH3:26].